This data is from Forward reaction prediction with 1.9M reactions from USPTO patents (1976-2016). The task is: Predict the product of the given reaction. The product is: [F:29][C:12]1[CH:11]=[N:10][C:9]2[O:8][C@@H:7]([CH3:30])[C:6](=[O:5])[N:15]([CH:16]3[CH2:21][CH2:20][NH:19][CH2:18][CH2:17]3)[C:14]=2[CH:13]=1. Given the reactants C([O:5][C:6](=O)[C@H:7]([CH3:30])[O:8][C:9]1[C:14]([NH:15][CH:16]2[CH2:21][CH2:20][N:19](C(OC(C)(C)C)=O)[CH2:18][CH2:17]2)=[CH:13][C:12]([F:29])=[CH:11][N:10]=1)(C)(C)C, predict the reaction product.